Dataset: Full USPTO retrosynthesis dataset with 1.9M reactions from patents (1976-2016). Task: Predict the reactants needed to synthesize the given product. (1) Given the product [CH:16]1([CH2:19][NH:14][CH2:13][CH2:12][C:6]2[CH:7]=[CH:8][C:9]([O:10][CH3:11])=[C:4]([O:3][CH:2]([F:15])[F:1])[CH:5]=2)[CH2:18][CH2:17]1, predict the reactants needed to synthesize it. The reactants are: [F:1][CH:2]([F:15])[O:3][C:4]1[CH:5]=[C:6]([CH2:12][CH2:13][NH2:14])[CH:7]=[CH:8][C:9]=1[O:10][CH3:11].[CH:16]1([CH:19]=O)[CH2:18][CH2:17]1. (2) Given the product [Cl:44][CH2:45][N:15]1[CH:16]=[CH:17][C:12]([NH:11][C:9](=[O:10])[C:8]2[CH:19]=[CH:20][C:21]([C:23]([F:26])([F:24])[F:25])=[CH:22][C:7]=2[O:6][C:5]2[CH:27]=[CH:28][C:2]([F:1])=[CH:3][C:4]=2[CH3:29])=[CH:13][C:14]1=[O:18], predict the reactants needed to synthesize it. The reactants are: [F:1][C:2]1[CH:28]=[CH:27][C:5]([O:6][C:7]2[CH:22]=[C:21]([C:23]([F:26])([F:25])[F:24])[CH:20]=[CH:19][C:8]=2[C:9]([NH:11][C:12]2[CH:17]=[CH:16][NH:15][C:14](=[O:18])[CH:13]=2)=[O:10])=[C:4]([CH3:29])[CH:3]=1.C(OCC)(=O)C.N12CCN(CC1)CC2.[Cl:44][C:45](OCCl)=O.